This data is from Reaction yield outcomes from USPTO patents with 853,638 reactions. The task is: Predict the reaction yield, written as a fraction of the theoretical maximum amount of product (1.0 means a 100% yield; for example, 0.34 means a 34% yield). The yield is 0.990. The product is [C:1]1([C:7]2[N:11]=[C:10]([CH2:12][CH2:13][CH2:14][C:22]([OH:23])=[O:19])[O:9][N:8]=2)[CH:2]=[CH:3][CH:4]=[CH:5][CH:6]=1. No catalyst specified. The reactants are [C:1]1([C:7]2[N:11]=[C:10]([CH:12](C)[CH2:13][C:14](OC)=O)[O:9][N:8]=2)[CH:6]=[CH:5][CH:4]=[CH:3][CH:2]=1.[OH-:19].[Na+].Cl.[CH3:22][OH:23].